Predict the product of the given reaction. From a dataset of Forward reaction prediction with 1.9M reactions from USPTO patents (1976-2016). (1) Given the reactants [Br:1][C:2]1[CH:7]=[C:6]([C:8]([CH3:11])([CH3:10])[CH3:9])[CH:5]=[C:4](Br)[CH:3]=1.[CH3:13][O-:14].[Na+].O, predict the reaction product. The product is: [Br:1][C:2]1[CH:3]=[C:4]([O:14][CH3:13])[CH:5]=[C:6]([C:8]([CH3:11])([CH3:10])[CH3:9])[CH:7]=1. (2) Given the reactants [NH2:1][C:2]1[N:7]([C:8]2[C:13]([F:14])=[CH:12][C:11]([CH2:15][CH:16]=O)=[CH:10][C:9]=2[F:18])[C:6](=[O:19])[CH:5]=[CH:4][C:3]=1[C:20](=[O:29])[C:21]1[CH:26]=[CH:25][C:24]([F:27])=[CH:23][C:22]=1[F:28].Cl.[CH3:31][C:32]([C:35]([O:37][CH:38]1[CH2:42][CH2:41][CH2:40][CH2:39]1)=[O:36])([CH3:34])[NH2:33], predict the reaction product. The product is: [NH2:1][C:2]1[N:7]([C:8]2[C:13]([F:14])=[CH:12][C:11]([CH2:15][CH2:16][NH:33][C:32]([CH3:31])([C:35]([O:37][CH:38]3[CH2:39][CH2:40][CH2:41][CH2:42]3)=[O:36])[CH3:34])=[CH:10][C:9]=2[F:18])[C:6](=[O:19])[CH:5]=[CH:4][C:3]=1[C:20](=[O:29])[C:21]1[CH:26]=[CH:25][C:24]([F:27])=[CH:23][C:22]=1[F:28]. (3) The product is: [ClH:33].[ClH:33].[ClH:33].[NH:28]1[C:29]2[C:25](=[CH:24][C:23]([NH:22][C:21]3[CH:20]=[CH:19][N:18]=[C:17]4[NH:32][C:14]([C:11]5[CH2:12][CH2:13][NH:8][CH2:9][CH:10]=5)=[CH:15][C:16]=34)=[CH:31][CH:30]=2)[CH:26]=[N:27]1. Given the reactants C(OC([N:8]1[CH2:13][CH:12]=[C:11]([C:14]2[NH:32][C:17]3=[N:18][CH:19]=[CH:20][C:21]([NH:22][C:23]4[CH:24]=[C:25]5[C:29](=[CH:30][CH:31]=4)[NH:28][N:27]=[CH:26]5)=[C:16]3[CH:15]=2)[CH2:10][CH2:9]1)=O)(C)(C)C.[ClH:33], predict the reaction product. (4) Given the reactants [C:1]1([CH3:20])[CH:6]=[CH:5][C:4]([NH:7][CH2:8][CH2:9][C:10]2[CH:15]=[CH:14][C:13]([C:16]([F:19])([F:18])[F:17])=[CH:12][CH:11]=2)=[CH:3][CH:2]=1.[CH3:21][O:22][C:23]1[CH:28]=[CH:27][CH:26]=[CH:25][C:24]=1[CH2:29][C:30](O)=[O:31], predict the reaction product. The product is: [CH3:21][O:22][C:23]1[CH:28]=[CH:27][CH:26]=[CH:25][C:24]=1[CH2:29][C:30]([N:7]([C:4]1[CH:3]=[CH:2][C:1]([CH3:20])=[CH:6][CH:5]=1)[CH2:8][CH2:9][C:10]1[CH:15]=[CH:14][C:13]([C:16]([F:17])([F:18])[F:19])=[CH:12][CH:11]=1)=[O:31]. (5) The product is: [F:43][C:44]1[CH:52]=[C:51]2[C:47]([C:48]([C:62]3[CH:21]=[CH:22][C:23]4[N:24]=[C:19]([CH2:20][NH:25][C:7]([C@@H:3]5[CH2:4][CH2:5][CH2:6][N:2]5[CH3:1])=[O:9])[O:68][C:64]=4[CH:63]=3)=[CH:49][NH:50]2)=[CH:46][CH:45]=1. Given the reactants [CH3:1][N:2]1[CH2:6][CH2:5][CH2:4][C@H:3]1[C:7]([OH:9])=O.CN(C(ON1N=[N:25][C:20]2[CH:21]=[CH:22][CH:23]=[N:24][C:19]1=2)=[N+](C)C)C.F[P-](F)(F)(F)(F)F.CCN(C(C)C)C(C)C.[F:43][C:44]1[CH:52]=[C:51]2[C:47]([C:48]([C:62]3C=CC4N(CCC(N)=O)C(=O)[O:68][C:64]=4[CH:63]=3)=[CH:49][N:50]2S(C2C=CC=CC=2)(=O)=O)=[CH:46][CH:45]=1, predict the reaction product. (6) The product is: [F:8][C:7]1[C:6]([F:9])=[CH:5][CH:4]=[C:3]([N+:10]([O-:12])=[O:11])[C:2]=1[NH2:13]. Given the reactants F[C:2]1[C:7]([F:8])=[C:6]([F:9])[CH:5]=[CH:4][C:3]=1[N+:10]([O-:12])=[O:11].[NH3:13], predict the reaction product. (7) Given the reactants [F:1][CH:2]([F:11])[C:3]1[C:4]([F:10])=[C:5]([CH:7]=[CH:8][CH:9]=1)[NH2:6].C1C(=O)N([Br:19])C(=O)C1, predict the reaction product. The product is: [Br:19][C:9]1[CH:8]=[CH:7][C:5]([NH2:6])=[C:4]([F:10])[C:3]=1[CH:2]([F:1])[F:11]. (8) Given the reactants [CH3:1][C:2]([O:5][C:6]([NH:8][CH2:9][CH2:10][S:11]([NH:14][C@H:15]1[CH2:20][CH2:19][CH2:18][N:17](C(OCC2C=CC=CC=2)=O)[CH2:16]1)(=[O:13])=[O:12])=[O:7])([CH3:4])[CH3:3], predict the reaction product. The product is: [NH:17]1[CH2:18][CH2:19][CH2:20][C@H:15]([NH:14][S:11]([CH2:10][CH2:9][NH:8][C:6](=[O:7])[O:5][C:2]([CH3:3])([CH3:1])[CH3:4])(=[O:13])=[O:12])[CH2:16]1. (9) The product is: [C:6]([O:5][C:3](=[O:4])[CH2:2][NH2:18])([CH3:9])([CH3:8])[CH3:7]. Given the reactants Br[CH2:2][C:3]([O:5][C:6]([CH3:9])([CH3:8])[CH3:7])=[O:4].C[C@H]([NH2:18])C1C=CC=CC=1, predict the reaction product.